Dataset: Reaction yield outcomes from USPTO patents with 853,638 reactions. Task: Predict the reaction yield, written as a fraction of the theoretical maximum amount of product (1.0 means a 100% yield; for example, 0.34 means a 34% yield). (1) The reactants are [Br:1][C:2]1[CH:3]=[CH:4][C:5]([N:8]2[CH:12]=[C:11]([C:13]([NH:15][C:16]3[CH:21]=[CH:20][C:19]([C@@H:22]4[O:27][CH2:26][CH2:25][N:24](C(OC(C)(C)C)=O)[CH2:23]4)=[CH:18][CH:17]=3)=[O:14])[N:10]=[N:9]2)=[N:6][CH:7]=1.[ClH:35].CCOCC. The catalyst is O1CCOCC1. The product is [ClH:35].[Br:1][C:2]1[CH:3]=[CH:4][C:5]([N:8]2[CH:12]=[C:11]([C:13]([NH:15][C:16]3[CH:17]=[CH:18][C:19]([C@@H:22]4[O:27][CH2:26][CH2:25][NH:24][CH2:23]4)=[CH:20][CH:21]=3)=[O:14])[N:10]=[N:9]2)=[N:6][CH:7]=1. The yield is 0.870. (2) The reactants are F.F.F.C(N(CC)CC)C.[Si]([O:28][CH2:29][C@H:30]1[O:34][C@@H:33]([N:35]2[CH:42]=[C:41]([CH3:43])[C:39](=[O:40])[NH:38][C:36]2=[O:37])[C@H:32]([O:44][CH2:45][CH2:46][O:47][N:48]([CH3:50])[CH3:49])[C@@H:31]1[OH:51])(C(C)(C)C)(C1C=CC=CC=1)C1C=CC=CC=1.CO. The catalyst is C1COCC1.C(Cl)Cl. The product is [CH3:49][N:48]([CH3:50])[O:47][CH2:46][CH2:45][O:44][C@@H:32]1[C@H:31]([OH:51])[C@@H:30]([CH2:29][OH:28])[O:34][C@H:33]1[N:35]1[CH:42]=[C:41]([CH3:43])[C:39](=[O:40])[NH:38][C:36]1=[O:37]. The yield is 0.925.